Dataset: Full USPTO retrosynthesis dataset with 1.9M reactions from patents (1976-2016). Task: Predict the reactants needed to synthesize the given product. Given the product [Cl:14][C:15]1[CH:20]=[CH:19][C:18]([N:1]2[C:5](=[O:6])[CH2:4][CH:3]3[CH2:7][C:8]4[C:13]([CH:2]23)=[CH:12][CH:11]=[CH:10][CH:9]=4)=[CH:17][CH:16]=1, predict the reactants needed to synthesize it. The reactants are: [NH:1]1[C:5](=[O:6])[CH2:4][CH:3]2[CH2:7][CH:8]3[C:13]([CH:12]=[CH:11][CH:10]=[CH:9]3)=[C:2]12.[Cl:14][C:15]1[CH:20]=[CH:19][C:18](I)=[CH:17][CH:16]=1.P([O-])([O-])([O-])=O.[K+].[K+].[K+].